This data is from Catalyst prediction with 721,799 reactions and 888 catalyst types from USPTO. The task is: Predict which catalyst facilitates the given reaction. (1) Reactant: [NH2:1][C:2]1[CH:7]=[CH:6][C:5]([C:8]2[CH:9]=[CH:10][C:11]3[O:17][CH2:16][CH2:15][N:14](C(OC(C)(C)C)=O)[CH2:13][C:12]=3[CH:25]=2)=[CH:4][C:3]=1[N+:26]([O-:28])=[O:27].CO.[ClH:31]. Product: [ClH:31].[N+:26]([C:3]1[CH:4]=[C:5]([C:8]2[CH:9]=[CH:10][C:11]3[O:17][CH2:16][CH2:15][NH:14][CH2:13][C:12]=3[CH:25]=2)[CH:6]=[CH:7][C:2]=1[NH2:1])([O-:28])=[O:27]. The catalyst class is: 472. (2) Reactant: [Cl-].[NH4+].O.C([O:6][C:7](=O)[CH2:8][C:9]1([CH2:20][N+:21]([O-])=O)[CH2:14][CH2:13][CH:12]([C:15]([O:17][CH2:18][CH3:19])=[O:16])[CH2:11][CH2:10]1)C. Product: [CH2:18]([O:17][C:15]([CH:12]1[CH2:13][CH2:14][C:9]2([CH2:20][NH:21][C:7](=[O:6])[CH2:8]2)[CH2:10][CH2:11]1)=[O:16])[CH3:19]. The catalyst class is: 186. (3) Reactant: C[O:2][C:3](=[O:37])[CH2:4][C:5]1([CH2:32][C:33](=[O:36])[O:34]C)[O:9][N:8]=[C:7]([C:10]2[CH:15]=[C:14]([OH:16])[CH:13]=[CH:12][C:11]=2[CH2:17][CH2:18][C:19]([N:21]2[CH2:26][CH2:25][CH:24]([C:27]([O:29]CC)=[O:28])[CH2:23][CH2:22]2)=[O:20])[CH2:6]1.C1COCC1.[OH-].[Na+].Cl. Product: [C:33]([CH2:32][C:5]1([CH2:4][C:3]([OH:37])=[O:2])[O:9][N:8]=[C:7]([C:10]2[CH:15]=[C:14]([OH:16])[CH:13]=[CH:12][C:11]=2[CH2:17][CH2:18][C:19]([N:21]2[CH2:22][CH2:23][CH:24]([C:27]([OH:29])=[O:28])[CH2:25][CH2:26]2)=[O:20])[CH2:6]1)([OH:36])=[O:34]. The catalyst class is: 5. (4) The catalyst class is: 10. Reactant: [CH2:1]([O:3][C:4]([N:6]1[C:15]2[C:10](=[N:11][C:12]([O:16][CH3:17])=[CH:13][CH:14]=2)[C@@H:9]([NH:18][C:19]2[N:24]=[C:23]([CH2:25][C:26]3[CH:31]=[C:30]([C:32]([F:35])([F:34])[F:33])[CH:29]=[C:28]([C:36]([F:39])([F:38])[F:37])[CH:27]=3)[C:22]([N:40]3[CH2:45][CH2:44][N:43]([C:46](=[NH:49])[NH:47][OH:48])[CH2:42][CH2:41]3)=[CH:21][N:20]=2)[CH2:8][C@H:7]1[CH2:50][CH3:51])=[O:5])[CH3:2].C1N=CN([C:57](N2C=NC=C2)=[O:58])C=1. Product: [CH2:1]([O:3][C:4]([N:6]1[C:15]2[C:10](=[N:11][C:12]([O:16][CH3:17])=[CH:13][CH:14]=2)[C@@H:9]([NH:18][C:19]2[N:24]=[C:23]([CH2:25][C:26]3[CH:31]=[C:30]([C:32]([F:33])([F:34])[F:35])[CH:29]=[C:28]([C:36]([F:39])([F:37])[F:38])[CH:27]=3)[C:22]([N:40]3[CH2:41][CH2:42][N:43]([C:46]4[NH:49][C:57](=[O:58])[O:48][N:47]=4)[CH2:44][CH2:45]3)=[CH:21][N:20]=2)[CH2:8][C@H:7]1[CH2:50][CH3:51])=[O:5])[CH3:2]. (5) Reactant: [F:1][C:2]1[CH:34]=[N:33][C:5]2[N:6]([C:26]3[CH:31]=[CH:30][CH:29]=[C:28](I)[CH:27]=3)[C:7](=[O:25])[N:8]([C@@H:11]3[CH2:16][CH2:15][C@H:14]([NH:17]C(=O)OC(C)(C)C)[CH2:13][CH2:12]3)[C:9](=[O:10])[C:4]=2[CH:3]=1.[ClH:35]. Product: [ClH:35].[NH2:17][C@@H:14]1[CH2:15][CH2:16][C@H:11]([N:8]2[C:9](=[O:10])[C:4]3[CH:3]=[C:2]([F:1])[CH:34]=[N:33][C:5]=3[N:6]([C:26]3[CH:27]=[C:28]([C:11]4[CH:16]=[CH:15][CH:14]=[CH:13][CH:12]=4)[CH:29]=[CH:30][CH:31]=3)[C:7]2=[O:25])[CH2:12][CH2:13]1. The catalyst class is: 27.